This data is from Peptide-MHC class I binding affinity with 185,985 pairs from IEDB/IMGT. The task is: Regression. Given a peptide amino acid sequence and an MHC pseudo amino acid sequence, predict their binding affinity value. This is MHC class I binding data. (1) The peptide sequence is ATEDPSSGY. The MHC is HLA-B46:01 with pseudo-sequence HLA-B46:01. The binding affinity (normalized) is 0.0847. (2) The peptide sequence is LREQENSL. The MHC is HLA-B27:05 with pseudo-sequence HLA-B27:05. The binding affinity (normalized) is 0.0697. (3) The peptide sequence is NLFDIPLLT. The MHC is HLA-A02:01 with pseudo-sequence HLA-A02:01. The binding affinity (normalized) is 0.850. (4) The peptide sequence is AIIDYIAYM. The MHC is HLA-A26:02 with pseudo-sequence HLA-A26:02. The binding affinity (normalized) is 1.00. (5) The peptide sequence is AADSFATSY. The MHC is HLA-A26:01 with pseudo-sequence HLA-A26:01. The binding affinity (normalized) is 0.0847. (6) The peptide sequence is ETINEEAADW. The MHC is HLA-C06:02 with pseudo-sequence HLA-C06:02. The binding affinity (normalized) is 0. (7) The peptide sequence is RVRSMANVY. The MHC is HLA-B45:06 with pseudo-sequence HLA-B45:06. The binding affinity (normalized) is 0.213. (8) The peptide sequence is EKEVVPDFY. The MHC is HLA-A01:01 with pseudo-sequence HLA-A01:01. The binding affinity (normalized) is 0. (9) The peptide sequence is PLTNQRYRV. The MHC is HLA-A29:02 with pseudo-sequence HLA-A29:02. The binding affinity (normalized) is 0.0847. (10) The peptide sequence is ALLMLAISLV. The MHC is H-2-Db with pseudo-sequence H-2-Db. The binding affinity (normalized) is 0.